From a dataset of Forward reaction prediction with 1.9M reactions from USPTO patents (1976-2016). Predict the product of the given reaction. (1) Given the reactants [NH:1]1[C:9]2[C:4](=[CH:5][CH:6]=[CH:7][CH:8]=2)[C:3]([C:10]([O:12][CH2:13][CH3:14])=[O:11])=[CH:2]1.[H-].[Na+].Br[CH2:18][CH2:19][CH2:20][CH2:21][CH2:22][NH:23][C:24](=[O:30])[O:25][C:26]([CH3:29])([CH3:28])[CH3:27], predict the reaction product. The product is: [C:26]([O:25][C:24]([NH:23][CH2:22][CH2:21][CH2:20][CH2:19][CH2:18][N:1]1[C:9]2[C:4](=[CH:5][CH:6]=[CH:7][CH:8]=2)[C:3]([C:10]([O:12][CH2:13][CH3:14])=[O:11])=[CH:2]1)=[O:30])([CH3:29])([CH3:28])[CH3:27]. (2) Given the reactants [N+:1]([C:4]1[CH:5]=[C:6]([C:10]2[CH:14]=[C:13]([CH2:15][CH2:16][CH:17]=O)[O:12][N:11]=2)[CH:7]=[CH:8][CH:9]=1)([O-:3])=[O:2].[CH2:19]([N:26]1[CH2:31][CH2:30][NH:29][CH2:28][CH2:27]1)[C:20]1[CH:25]=[CH:24][CH:23]=[CH:22][CH:21]=1.[BH-](OC(C)=O)(OC(C)=O)OC(C)=O.[Na+], predict the reaction product. The product is: [N+:1]([C:4]1[CH:5]=[C:6]([C:10]2[CH:14]=[C:13]([CH2:15][CH2:16][CH2:17][N:29]3[CH2:30][CH2:31][N:26]([CH2:19][C:20]4[CH:21]=[CH:22][CH:23]=[CH:24][CH:25]=4)[CH2:27][CH2:28]3)[O:12][N:11]=2)[CH:7]=[CH:8][CH:9]=1)([O-:3])=[O:2].